From a dataset of Full USPTO retrosynthesis dataset with 1.9M reactions from patents (1976-2016). Predict the reactants needed to synthesize the given product. (1) The reactants are: Br[C:2]1[CH:3]=[C:4]([C:8]2[N:13]=[C:12]([C:14]3[CH:19]=[CH:18][C:17]([F:20])=[CH:16][CH:15]=3)[CH:11]=[C:10]([C:21]([F:24])([F:23])[F:22])[N:9]=2)[CH:5]=[CH:6][CH:7]=1.[C:25]([NH:29][S:30]([C:33]1[S:34][C:35](B2OC(C)(C)C(C)(C)O2)=[CH:36][CH:37]=1)(=[O:32])=[O:31])([CH3:28])([CH3:27])[CH3:26]. Given the product [C:25]([NH:29][S:30]([C:33]1[S:34][C:35]([C:2]2[CH:7]=[CH:6][CH:5]=[C:4]([C:8]3[N:9]=[C:10]([C:21]([F:22])([F:23])[F:24])[CH:11]=[C:12]([C:14]4[CH:19]=[CH:18][C:17]([F:20])=[CH:16][CH:15]=4)[N:13]=3)[CH:3]=2)=[CH:36][CH:37]=1)(=[O:31])=[O:32])([CH3:28])([CH3:26])[CH3:27], predict the reactants needed to synthesize it. (2) Given the product [C:11]([O:10][C:4](=[O:9])[CH:5]([C:6](=[O:7])[CH3:8])[C:24](=[O:25])[CH2:23][C:20]1[CH:21]=[CH:22][C:17]([CH2:15][CH3:16])=[CH:18][CH:19]=1)([CH3:14])([CH3:12])[CH3:13], predict the reactants needed to synthesize it. The reactants are: [Cl-].[Mg+2].[Cl-].[C:4]([O:10][C:11]([CH3:14])([CH3:13])[CH3:12])(=[O:9])[CH2:5][C:6]([CH3:8])=[O:7].[CH2:15]([C:17]1[CH:22]=[CH:21][C:20]([CH2:23][C:24](Cl)=[O:25])=[CH:19][CH:18]=1)[CH3:16].C(O)(=O)CC(CC(O)=O)(C(O)=O)O. (3) Given the product [CH3:12][CH2:13][C@@H:14]([C:16]([O:18][C@@H:19]1[C@@H:24]2[C@@H:25]([CH2:30][CH2:31][C@H:32]3[O:38][C:36](=[O:37])[CH2:35][C@H:34]([OH:39])[CH2:33]3)[C@@H:26]([CH3:29])[CH:27]=[CH:28][C:23]2=[CH:22][C@H:21]([CH3:40])[CH2:20]1)=[O:17])[CH3:15].[C:7]([NH2:11])([CH3:10])([CH3:9])[CH3:8], predict the reactants needed to synthesize it. The reactants are: N1CCCC1=O.[C:7]([NH2:11])([CH3:10])([CH3:9])[CH3:8].[CH3:12][CH2:13][C@@H:14]([C:16]([O:18][C@@H:19]1[C@@H:24]2[C@@H:25]([CH2:30][CH2:31][C@H:32]3[O:38][C:36](=[O:37])[CH2:35][C@H:34]([OH:39])[CH2:33]3)[C@@H:26]([CH3:29])[CH:27]=[CH:28][C:23]2=[CH:22][C@H:21]([CH3:40])[CH2:20]1)=[O:17])[CH3:15].CI.CCC(C(O[C@@H]1[C@@H]2[C@@H](CC[C@H]3OC(=O)C[C@H](O)C3)[C@@H](C)C=CC2=C[C@H](C)C1)=O)(C)C. (4) Given the product [Cl:1][C:2]1[CH:7]=[CH:6][N:5]=[C:4]([NH2:8])[C:3]=1[N+:9]([O-:11])=[O:10], predict the reactants needed to synthesize it. The reactants are: [Cl:1][C:2]1[CH:7]=[CH:6][N:5]=[C:4]([NH2:8])[CH:3]=1.[N+:9]([O-])([OH:11])=[O:10].[OH-].[Na+].